From a dataset of Catalyst prediction with 721,799 reactions and 888 catalyst types from USPTO. Predict which catalyst facilitates the given reaction. (1) Reactant: [CH3:1][O:2][C:3]1[CH:4]=[C:5]([C:13]2[CH:18]=[CH:17][C:16]([N:19]([CH2:44][CH3:45])[CH2:20][CH2:21][CH2:22][N:23]([C:26]3[CH:27]=[CH:28][C:29]([C:32]4[CH:37]=[C:36]([O:38][CH3:39])[C:35]([O:40][CH3:41])=[C:34]([O:42][CH3:43])[CH:33]=4)=[N:30][CH:31]=3)[CH2:24][CH3:25])=[CH:15][N:14]=2)[CH:6]=[C:7]([O:11][CH3:12])[C:8]=1[O:9][CH3:10].[CH3:46][S:47]([OH:50])(=[O:49])=[O:48]. Product: [CH3:46][S:47]([OH:50])(=[O:49])=[O:48].[CH3:46][S:47]([OH:50])(=[O:49])=[O:48].[CH3:39][O:38][C:36]1[CH:37]=[C:32]([C:29]2[CH:28]=[CH:27][C:26]([N:23]([CH2:24][CH3:25])[CH2:22][CH2:21][CH2:20][N:19]([C:16]3[CH:17]=[CH:18][C:13]([C:5]4[CH:4]=[C:3]([O:2][CH3:1])[C:8]([O:9][CH3:10])=[C:7]([O:11][CH3:12])[CH:6]=4)=[N:14][CH:15]=3)[CH2:44][CH3:45])=[CH:31][N:30]=2)[CH:33]=[C:34]([O:42][CH3:43])[C:35]=1[O:40][CH3:41]. The catalyst class is: 254. (2) Reactant: [CH2:1]([O:3][C:4](=[O:15])[CH2:5][CH:6](Br)[C:7](=O)[C:8]1[S:9][CH:10]=[CH:11][N:12]=1)[CH3:2].[CH:16]([NH2:18])=[S:17].C(N)=O.P12(SP3(SP(SP(S3)(S1)=S)(=S)S2)=S)=S. Product: [CH2:1]([O:3][C:4](=[O:15])[CH2:5][C:6]1[S:17][CH:16]=[N:18][C:7]=1[C:8]1[S:9][CH:10]=[CH:11][N:12]=1)[CH3:2]. The catalyst class is: 12. (3) Reactant: [Br:1][C:2]1[CH:3]=[C:4]([CH:8]=[C:9]([OH:11])[CH:10]=1)[C:5](O)=[O:6].C1[CH2:16][N:15]([P+](Br)(N2CCCC2)N2CCCC2)[CH2:14]C1.F[P-](F)(F)(F)(F)F.C(N(C(C)C)CC)(C)C.Cl.CNC. Product: [Br:1][C:2]1[CH:3]=[C:4]([CH:8]=[C:9]([OH:11])[CH:10]=1)[C:5]([N:15]([CH3:16])[CH3:14])=[O:6]. The catalyst class is: 39. (4) Reactant: [NH2:1][C:2]1[CH:7]=[CH:6][C:5]([NH2:8])=[CH:4][C:3]=1[S:9]([NH2:12])(=[O:11])=[O:10].N1C=CC=CC=1.[CH3:19][S:20](Cl)(=[O:22])=[O:21]. Product: [NH2:1][C:2]1[CH:7]=[CH:6][C:5]([NH:8][S:20]([CH3:19])(=[O:22])=[O:21])=[CH:4][C:3]=1[S:9]([NH2:12])(=[O:10])=[O:11]. The catalyst class is: 4. (5) Reactant: [F:1][C:2]1[C:9](I)=[CH:8][C:5]([C:6]#[N:7])=[C:4]([O:11][CH3:12])[CH:3]=1.[Cl-].[Li+].[CH2:15]([Sn](CCCC)(CCCC)CCCC)[CH:16]=[CH2:17]. Product: [F:1][C:2]1[C:9]([CH2:17][CH:16]=[CH2:15])=[CH:8][C:5]([C:6]#[N:7])=[C:4]([O:11][CH3:12])[CH:3]=1. The catalyst class is: 206. (6) Reactant: [CH:1]([C:4]1[CH:9]=[CH:8][CH:7]=[CH:6][C:5]=1[C:10]1[S:14][C:13]2[CH:15]=[C:16]([O:19]C)[CH:17]=[CH:18][C:12]=2[C:11]=1[O:21][C:22]1[CH:27]=[CH:26][C:25](/[CH:28]=[CH:29]/[C:30](=[O:32])[CH3:31])=[CH:24][CH:23]=1)([CH3:3])[CH3:2].B(Br)(Br)Br. Product: [OH:19][C:16]1[CH:17]=[CH:18][C:12]2[C:11]([O:21][C:22]3[CH:23]=[CH:24][C:25](/[CH:28]=[CH:29]/[C:30](=[O:32])[CH3:31])=[CH:26][CH:27]=3)=[C:10]([C:5]3[CH:6]=[CH:7][CH:8]=[CH:9][C:4]=3[CH:1]([CH3:2])[CH3:3])[S:14][C:13]=2[CH:15]=1. The catalyst class is: 2.